Regression. Given two drug SMILES strings and cell line genomic features, predict the synergy score measuring deviation from expected non-interaction effect. From a dataset of NCI-60 drug combinations with 297,098 pairs across 59 cell lines. (1) Drug 1: CC(C1=C(C=CC(=C1Cl)F)Cl)OC2=C(N=CC(=C2)C3=CN(N=C3)C4CCNCC4)N. Drug 2: COC1=C2C(=CC3=C1OC=C3)C=CC(=O)O2. Cell line: HL-60(TB). Synergy scores: CSS=17.2, Synergy_ZIP=3.85, Synergy_Bliss=7.34, Synergy_Loewe=-11.7, Synergy_HSA=3.52. (2) Drug 1: CC1C(C(CC(O1)OC2CC(CC3=C2C(=C4C(=C3O)C(=O)C5=C(C4=O)C(=CC=C5)OC)O)(C(=O)C)O)N)O.Cl. Drug 2: C1=CC(=CC=C1CCCC(=O)O)N(CCCl)CCCl. Synergy scores: CSS=23.4, Synergy_ZIP=-14.4, Synergy_Bliss=-8.44, Synergy_Loewe=-7.70, Synergy_HSA=-5.84. Cell line: MCF7.